This data is from Catalyst prediction with 721,799 reactions and 888 catalyst types from USPTO. The task is: Predict which catalyst facilitates the given reaction. (1) Reactant: [CH3:1][C:2]([CH3:26])([CH3:25])[C:3]([O:5][CH2:6][N:7]1[C:15]2[N:14]=[CH:13][N:12]([CH2:16][C:17]3[CH:22]=[CH:21][CH:20]=[CH:19][CH:18]=3)[C:11]=2[C:10](=[O:23])[NH:9][C:8]1=[O:24])=[O:4].[C:27](=O)([O-])[O-].[K+].[K+].CI. Product: [CH3:1][C:2]([CH3:26])([CH3:25])[C:3]([O:5][CH2:6][N:7]1[C:15]2[N:14]=[CH:13][N:12]([CH2:16][C:17]3[CH:22]=[CH:21][CH:20]=[CH:19][CH:18]=3)[C:11]=2[C:10](=[O:23])[N:9]([CH3:27])[C:8]1=[O:24])=[O:4]. The catalyst class is: 42. (2) Reactant: [CH3:1][C:2]1[O:6][N:5]=[C:4]([C:7]([CH:9]([CH2:17][CH2:18][CH2:19][CH2:20][C:21]([O:23][CH2:24][CH3:25])=[O:22])[C:10]([O:12]C(C)(C)C)=[O:11])=[O:8])[CH:3]=1. Product: [CH2:24]([O:23][C:21](=[O:22])[CH2:20][CH2:19][CH2:18][CH2:17][CH:9]([C:7]([C:4]1[CH:3]=[C:2]([CH3:1])[O:6][N:5]=1)=[O:8])[C:10]([OH:12])=[O:11])[CH3:25]. The catalyst class is: 55. (3) Reactant: [I:1][C:2]1[C:10]2[C:5](=[CH:6][CH:7]=[C:8]([CH2:11][OH:12])[CH:9]=2)[N:4]([CH3:13])[N:3]=1.N1C=CN=C1.[Si:19](Cl)([C:22]([CH3:25])([CH3:24])[CH3:23])([CH3:21])[CH3:20]. Product: [Si:19]([O:12][CH2:11][C:8]1[CH:9]=[C:10]2[C:5](=[CH:6][CH:7]=1)[N:4]([CH3:13])[N:3]=[C:2]2[I:1])([C:22]([CH3:25])([CH3:24])[CH3:23])([CH3:21])[CH3:20]. The catalyst class is: 3.